This data is from Full USPTO retrosynthesis dataset with 1.9M reactions from patents (1976-2016). The task is: Predict the reactants needed to synthesize the given product. (1) Given the product [Cl:19][C:8]1[C:3]([C:1]#[N:2])=[CH:4][C:5]([C:12]([O:14][CH2:15][CH3:16])=[O:13])=[C:6]([CH2:10][CH3:11])[N:7]=1, predict the reactants needed to synthesize it. The reactants are: [C:1]([C:3]1[C:8](=O)[NH:7][C:6]([CH2:10][CH3:11])=[C:5]([C:12]([O:14][CH2:15][CH3:16])=[O:13])[CH:4]=1)#[N:2].O=P(Cl)(Cl)[Cl:19].C([O-])([O-])=O.[K+].[K+]. (2) Given the product [CH3:37][NH:38][CH2:39][C@@H:40]([C@H:42]([C@@H:44]([C@@H:46]([CH2:48][OH:49])[OH:47])[OH:45])[OH:43])[OH:41].[Cl:1][C:2]1[CH:3]=[CH:4][C:5]([C:8]#[C:9][C:10]2[CH:11]=[CH:12][C:13]([CH2:14][N:15]([C:26](=[O:34])[C:27]3[CH:32]=[CH:31][CH:30]=[C:29]([F:33])[CH:28]=3)[C:16]3[CH:17]=[CH:18][C:19]([OH:25])=[C:20]([CH:24]=3)[C:21]([OH:23])=[O:22])=[CH:35][CH:36]=2)=[CH:6][CH:7]=1, predict the reactants needed to synthesize it. The reactants are: [Cl:1][C:2]1[CH:7]=[CH:6][C:5]([C:8]#[C:9][C:10]2[CH:36]=[CH:35][C:13]([CH2:14][N:15]([C:26](=[O:34])[C:27]3[CH:32]=[CH:31][CH:30]=[C:29]([F:33])[CH:28]=3)[C:16]3[CH:17]=[CH:18][C:19]([OH:25])=[C:20]([CH:24]=3)[C:21]([OH:23])=[O:22])=[CH:12][CH:11]=2)=[CH:4][CH:3]=1.[CH3:37][NH:38][CH2:39][C@@H:40]([C@H:42]([C@@H:44]([C@@H:46]([CH2:48][OH:49])[OH:47])[OH:45])[OH:43])[OH:41]. (3) Given the product [F:1][CH:2]([F:6])[C:3]1[NH:35][C:32]2=[N:33][CH:34]=[C:29]([C:26]3[CH:27]=[CH:28][C:22]4[O:21][CH2:20][CH2:19][N:18]([C:11]5[C:10]6[CH2:9][C:8]([CH3:37])([CH3:7])[CH2:17][CH2:16][C:15]=6[N:14]=[CH:13][N:12]=5)[CH2:24][C:23]=4[CH:25]=3)[CH:30]=[C:31]2[N:36]=1, predict the reactants needed to synthesize it. The reactants are: [F:1][CH:2]([F:6])[C:3](O)=O.[CH3:7][C:8]1([CH3:37])[CH2:17][CH2:16][C:15]2[N:14]=[CH:13][N:12]=[C:11]([N:18]3[CH2:24][C:23]4[CH:25]=[C:26]([C:29]5[CH:30]=[C:31]([NH2:36])[C:32]([NH2:35])=[N:33][CH:34]=5)[CH:27]=[CH:28][C:22]=4[O:21][CH2:20][CH2:19]3)[C:10]=2[CH2:9]1.